From a dataset of Peptide-MHC class I binding affinity with 185,985 pairs from IEDB/IMGT. Regression. Given a peptide amino acid sequence and an MHC pseudo amino acid sequence, predict their binding affinity value. This is MHC class I binding data. (1) The peptide sequence is RYLKDQQLL. The MHC is HLA-A01:01 with pseudo-sequence HLA-A01:01. The binding affinity (normalized) is 0. (2) The peptide sequence is RRAIRGEQLL. The MHC is HLA-B27:05 with pseudo-sequence HLA-B27:05. The binding affinity (normalized) is 0.741. (3) The peptide sequence is ALYQPDTGNY. The MHC is HLA-A32:01 with pseudo-sequence HLA-A32:01. The binding affinity (normalized) is 0. (4) The peptide sequence is VLFFYRAL. The MHC is H-2-Db with pseudo-sequence H-2-Db. The binding affinity (normalized) is 0.156. (5) The peptide sequence is AVEDFLAFF. The MHC is HLA-B46:01 with pseudo-sequence HLA-B46:01. The binding affinity (normalized) is 0.0847.